This data is from Forward reaction prediction with 1.9M reactions from USPTO patents (1976-2016). The task is: Predict the product of the given reaction. (1) Given the reactants [BrH:1].C1([C@@H]([NH:10][C@H:11]2[CH2:16][CH2:15][O:14][CH2:13][C@H:12]2[C:17]([O:19][CH2:20][CH3:21])=[O:18])C)C=CC=CC=1, predict the reaction product. The product is: [BrH:1].[NH2:10][C@H:11]1[CH2:16][CH2:15][O:14][CH2:13][C@H:12]1[C:17]([O:19][CH2:20][CH3:21])=[O:18]. (2) Given the reactants [I-].C[S+](C)C.[CH2:6]([Li])CCC.[C:11]([O:30][CH2:31][C@@H:32]1[CH2:34][O:33]1)([C:24]1[CH:29]=[CH:28][CH:27]=[CH:26][CH:25]=1)([C:18]1[CH:23]=[CH:22][CH:21]=[CH:20][CH:19]=1)[C:12]1[CH:17]=[CH:16][CH:15]=[CH:14][CH:13]=1.[Cl-].[NH4+], predict the reaction product. The product is: [C:11]([O:30][CH2:31][C@@H:32]([OH:33])[CH:34]=[CH2:6])([C:12]1[CH:17]=[CH:16][CH:15]=[CH:14][CH:13]=1)([C:18]1[CH:19]=[CH:20][CH:21]=[CH:22][CH:23]=1)[C:24]1[CH:25]=[CH:26][CH:27]=[CH:28][CH:29]=1. (3) Given the reactants [CH2:1]([O:7][C:8]1[C:9]([NH:21][C:22]2[CH:32]=[CH:31][C:25]([C:26]([O:28][CH2:29][CH3:30])=[O:27])=[CH:24][CH:23]=2)=[CH:10][C:11]2[C:12]([CH3:20])=[CH:13][CH2:14][C:15]([CH3:19])([CH3:18])[C:16]=2[CH:17]=1)[CH2:2][CH2:3][CH2:4][CH2:5][CH3:6].[CH:33](=O)[CH3:34], predict the reaction product. The product is: [CH2:33]([N:21]([C:9]1[C:8]([O:7][CH2:1][CH2:2][CH2:3][CH2:4][CH2:5][CH3:6])=[CH:17][C:16]2[C:15]([CH3:19])([CH3:18])[CH2:14][CH:13]=[C:12]([CH3:20])[C:11]=2[CH:10]=1)[C:22]1[CH:23]=[CH:24][C:25]([C:26]([O:28][CH2:29][CH3:30])=[O:27])=[CH:31][CH:32]=1)[CH3:34]. (4) Given the reactants C([S:18][CH2:19][CH2:20][NH:21][C:22](=[O:65])[CH2:23][CH2:24][NH:25][C:26](=[O:64])[C@H:27]([OH:63])[C:28]([CH3:62])([CH3:61])[CH2:29][O:30][P:31]([OH:60])(=[O:59])[O:32][P:33]([OH:58])(=[O:57])[O:34][CH2:35][C@H:36]1[O:40][C@@H:39]([N:41]2[C:50]3[N:49]=[CH:48][N:47]=[C:45]([NH2:46])[C:44]=3[N:43]=[CH:42]2)[C@H:38]([OH:51])[C@@H:37]1[O:52][P:53]([OH:56])([OH:55])=[O:54])(=O)CCCCCCCCCCCCCCC.N[C@H](C(O)=O)CO.N, predict the reaction product. The product is: [CH3:62][C:28]([C@@H:27]([OH:63])[C:26]([NH:25][CH2:24][CH2:23][C:22]([NH:21][CH2:20][CH2:19][SH:18])=[O:65])=[O:64])([CH2:29][O:30][P:31]([O:32][P:33]([O:34][CH2:35][C@H:36]1[O:40][C@@H:39]([N:41]2[C:50]3[N:49]=[CH:48][N:47]=[C:45]([NH2:46])[C:44]=3[N:43]=[CH:42]2)[C@H:38]([OH:51])[C@@H:37]1[O:52][P:53]([OH:56])([OH:55])=[O:54])([OH:58])=[O:57])([OH:60])=[O:59])[CH3:61].